From a dataset of Catalyst prediction with 721,799 reactions and 888 catalyst types from USPTO. Predict which catalyst facilitates the given reaction. (1) Reactant: [Br:1][C:2]1[C:3]([F:13])=[C:4]2[N:11]=[CH:10][N:9]([CH3:12])[C:5]2=[N:6][C:7]=1C.[C:14]([O-:17])([O-])=[O:15].[Na+].[Na+].[O-][Mn](=O)(=O)=O.[K+]. Product: [Br:1][C:2]1[C:3]([F:13])=[C:4]2[N:11]=[CH:10][N:9]([CH3:12])[C:5]2=[N:6][C:7]=1[C:14]([OH:17])=[O:15]. The catalyst class is: 6. (2) Reactant: COC1C=CC(C[N:8](CC2C=CC(OC)=CC=2)[C:9]2[C:10]3[N:11]([C:19]([CH2:26][C:27]([CH3:30])([OH:29])[CH3:28])=[C:20]([CH2:22][CH:23]([CH3:25])[CH3:24])[N:21]=3)[C:12]3[C:17]([N:18]=2)=[CH:16][CH:15]=[CH:14][CH:13]=3)=CC=1. Product: [NH2:8][C:9]1[C:10]2[N:11]([C:19]([CH2:26][C:27]([CH3:28])([OH:29])[CH3:30])=[C:20]([CH2:22][CH:23]([CH3:25])[CH3:24])[N:21]=2)[C:12]2[C:17]([N:18]=1)=[CH:16][CH:15]=[CH:14][CH:13]=2. The catalyst class is: 55. (3) Reactant: [CH:1]1([C:6]([C:8]2[CH:13]=[C:12]([O:14][CH3:15])[CH:11]=[C:10]([O:16][CH3:17])[CH:9]=2)=O)[CH2:5][CH2:4][CH2:3][CH2:2]1.C(C1(C2C=C(OC)C=C(OC)C=2)[S:26][CH2:25][CH2:24][S:23]1)CCC. Product: [CH:1]1([C:6]2([C:8]3[CH:13]=[C:12]([O:14][CH3:15])[CH:11]=[C:10]([O:16][CH3:17])[CH:9]=3)[S:26][CH2:25][CH2:24][S:23]2)[CH2:5][CH2:4][CH2:3][CH2:2]1. The catalyst class is: 195. (4) Reactant: [CH2:1]([CH2:3][NH2:4])[OH:2].O[CH2:6][C:7]1[CH:12]=[CH:11][C:10]([C:13]2[CH:18]=[CH:17][C:16]([S:19]([N:22]3[CH2:27][CH2:26][S:25][C:24]([CH3:29])([CH3:28])[C@@H:23]3[C:30]([OH:32])=[O:31])(=[O:21])=[O:20])=[CH:15][CH:14]=2)=[CH:9][CH:8]=1. Product: [OH:2][CH2:1][CH2:3][NH:4][CH2:6][C:7]1[CH:12]=[CH:11][C:10]([C:13]2[CH:14]=[CH:15][C:16]([S:19]([N:22]3[CH2:27][CH2:26][S:25][C:24]([CH3:29])([CH3:28])[C@@H:23]3[C:30]([OH:32])=[O:31])(=[O:20])=[O:21])=[CH:17][CH:18]=2)=[CH:9][CH:8]=1. The catalyst class is: 1. (5) Reactant: [CH:1]#[C:2][C:3]1[CH:4]=[CH:5][CH:6]=[C:7]([NH:9][C:10]2[N:19]=[CH:18][N:17]=[C:16]3[C:11]=2[CH:12]=[C:13]2[O:29][CH2:28][CH2:27][O:26][CH2:25][CH2:24][O:23][CH2:22][CH2:21][O:20][C:14]2=[CH:15]3)[CH:8]=1.[ClH:30]. Product: [CH:1]#[C:2][C:3]1[CH:4]=[CH:5][CH:6]=[C:7]([NH:9][C:10]2[C:11]3[C:16](=[CH:15][C:14]4[O:20][CH2:21][CH2:22][O:23][CH2:24][CH2:25][O:26][CH2:27][CH2:28][O:29][C:13]=4[CH:12]=3)[N:17]=[CH:18][N:19]=2)[CH:8]=1.[ClH:30]. The catalyst class is: 8. (6) Reactant: Cl[C:2]1[CH:3]=[CH:4][C:5]([CH:25]([CH3:27])[CH3:26])=[C:6]([CH:24]=1)[CH2:7][N:8]([CH:21]1[CH2:23][CH2:22]1)[C:9]([C:11]1[C:12]([CH:18]([F:20])[F:19])=[N:13][N:14]([CH3:17])[C:15]=1[F:16])=[O:10].C(=O)([O-])[O-].[K+].[K+].[S:34]1[C:38]2[CH:39]=[CH:40][CH:41]=[CH:42][C:37]=2[C:36](B(O)O)=[CH:35]1. Product: [S:34]1[C:38]2[CH:39]=[CH:40][CH:41]=[CH:42][C:37]=2[C:36]([C:2]2[CH:3]=[CH:4][C:5]([CH:25]([CH3:26])[CH3:27])=[C:6]([CH:24]=2)[CH2:7][N:8]([CH:21]2[CH2:23][CH2:22]2)[C:9]([C:11]2[C:12]([CH:18]([F:19])[F:20])=[N:13][N:14]([CH3:17])[C:15]=2[F:16])=[O:10])=[CH:35]1. The catalyst class is: 47.